From a dataset of Forward reaction prediction with 1.9M reactions from USPTO patents (1976-2016). Predict the product of the given reaction. (1) Given the reactants Br[CH:2]1[C:7](=[O:8])[CH2:6][CH2:5][N:4]([C:9]([O:11][C:12]([CH3:15])([CH3:14])[CH3:13])=[O:10])[CH2:3]1.[SH:16][CH2:17][C:18]1[CH:27]=[CH:26][C:25]2[C:20](=[CH:21][CH:22]=[CH:23][CH:24]=2)[CH:19]=1.C(=O)([O-])[O-].[K+].[K+], predict the reaction product. The product is: [CH:19]1[C:20]2[C:25](=[CH:24][CH:23]=[CH:22][CH:21]=2)[CH:26]=[CH:27][C:18]=1[CH2:17][S:16][CH:2]1[C:7](=[O:8])[CH2:6][CH2:5][N:4]([C:9]([O:11][C:12]([CH3:15])([CH3:14])[CH3:13])=[O:10])[CH2:3]1. (2) The product is: [NH2:21][C:19]([C:3]1[CH:4]=[N:5][C:6]2[C:11]([C:2]=1[NH:22][C:23]1[CH:24]=[C:25]([CH:29]=[C:30]([N+:32]([O-:34])=[O:33])[CH:31]=1)[C:26]([OH:28])=[O:27])=[CH:10][CH:9]=[C:8]([C:12]1[C:13]([CH3:18])=[N:14][O:15][C:16]=1[CH3:17])[CH:7]=2)=[O:20]. Given the reactants Cl[C:2]1[C:11]2[C:6](=[CH:7][C:8]([C:12]3[C:13]([CH3:18])=[N:14][O:15][C:16]=3[CH3:17])=[CH:9][CH:10]=2)[N:5]=[CH:4][C:3]=1[C:19]([NH2:21])=[O:20].[NH2:22][C:23]1[CH:24]=[C:25]([CH:29]=[C:30]([N+:32]([O-:34])=[O:33])[CH:31]=1)[C:26]([OH:28])=[O:27], predict the reaction product. (3) The product is: [CH3:15][O:14][C:13]1[N:12]=[C:11]([NH:16][CH2:17][C:18]2[CH:23]=[CH:22][C:21]([O:24][CH3:25])=[CH:20][CH:19]=2)[CH:10]=[N:9][C:8]=1[C:29]1[CH:30]=[CH:31][C:32]([O:34][C:35]([F:37])([F:38])[F:36])=[CH:33][C:28]=1[O:27][CH3:26]. Given the reactants C(=O)([O-])[O-].[K+].[K+].Br[C:8]1[N:9]=[CH:10][C:11]([NH:16][CH2:17][C:18]2[CH:23]=[CH:22][C:21]([O:24][CH3:25])=[CH:20][CH:19]=2)=[N:12][C:13]=1[O:14][CH3:15].[CH3:26][O:27][C:28]1[CH:33]=[C:32]([O:34][C:35]([F:38])([F:37])[F:36])[CH:31]=[CH:30][C:29]=1B(O)O, predict the reaction product. (4) Given the reactants Cl.[N:2]1([CH2:8][CH2:9][N:10]([S:16]([C:19]2[CH:24]=[CH:23][C:22]([S:25][C:26]3[CH:31]=[CH:30][C:29]([CH3:32])=[CH:28][CH:27]=3)=[CH:21][CH:20]=2)(=[O:18])=[O:17])[C@@H:11]([C:13]([OH:15])=[O:14])[CH3:12])[CH2:7][CH2:6][O:5][CH2:4][CH2:3]1.C(Cl)CCl.CN1CCOCC1.ON1C2C=CC=CC=2N=N1.[O:54]1[CH2:59][CH2:58][CH2:57][CH2:56][CH:55]1ON, predict the reaction product. The product is: [N:2]1([CH2:8][CH2:9][N:10]([S:16]([C:19]2[CH:24]=[CH:23][C:22]([S:25][C:26]3[CH:31]=[CH:30][C:29]([CH3:32])=[CH:28][CH:27]=3)=[CH:21][CH:20]=2)(=[O:18])=[O:17])[C@@H:11]([C:13]([O:15][CH:55]2[CH2:56][CH2:57][CH2:58][CH2:59][O:54]2)=[O:14])[CH3:12])[CH2:7][CH2:6][O:5][CH2:4][CH2:3]1. (5) Given the reactants [Cl:1][C:2]1[CH:3]=[C:4]([C:9]2[N:10]=[C:11]([C:22]([OH:24])=[O:23])[S:12][C:13]=2[C:14]2[CH:19]=[C:18]([F:20])[CH:17]=[C:16]([Cl:21])[CH:15]=2)[CH:5]=[CH:6][C:7]=1F.BrC1SC(C(OCC)=O)=NC=1C1C=CC=C(Cl)C=1, predict the reaction product. The product is: [Cl:21][C:16]1[CH:15]=[C:14]([C:13]2[S:12][C:11]([C:22]([OH:24])=[O:23])=[N:10][C:9]=2[C:4]2[CH:5]=[CH:6][CH:7]=[C:2]([Cl:1])[CH:3]=2)[CH:19]=[C:18]([F:20])[CH:17]=1. (6) Given the reactants [C:1]([C:3]1[CH:4]=[C:5]([CH:9]([CH3:13])[C:10]([OH:12])=O)[CH:6]=[CH:7][CH:8]=1)#[N:2].CN(C)CCCN=C=NCC.ON1C2C=CC=CC=2N=N1.C(N(CC)CC)C.[N:42]1([C:47]2[C:52]([CH2:53][NH2:54])=[CH:51][CH:50]=[C:49]([C:55]([F:58])([F:57])[F:56])[N:48]=2)[CH2:46][CH2:45][CH2:44][CH2:43]1, predict the reaction product. The product is: [C:1]([C:3]1[CH:4]=[C:5]([CH:9]([CH3:13])[C:10]([NH:54][CH2:53][C:52]2[C:47]([N:42]3[CH2:46][CH2:45][CH2:44][CH2:43]3)=[N:48][C:49]([C:55]([F:58])([F:56])[F:57])=[CH:50][CH:51]=2)=[O:12])[CH:6]=[CH:7][CH:8]=1)#[N:2]. (7) Given the reactants [Li+].[CH3:2][CH:3]([N-]C(C)C)[CH3:4].C(P([CH2:15][C:16]1[CH:21]=[CH:20][C:19]2[C:22]3[S:23][C:24]4[CH:31]=[C:30]([CH2:32]P(CC)(CC)=O)[CH:29]=[CH:28][C:25]=4[C:26]=3[S:27][C:18]=2[CH:17]=1)(CC)=O)C.[CH:39]1([CH:45]=O)[CH2:44][CH2:43][CH2:42][CH2:41][CH2:40]1.O.[CH2:48]1[CH2:52]O[CH2:50][CH2:49]1, predict the reaction product. The product is: [CH:15]([C:16]1[CH:21]=[CH:20][C:19]2[C:22]3[S:23][C:24]4[CH:31]=[C:30]([CH:32]=[CH:50][C:49]5[CH:4]=[CH:3][CH:2]=[CH:52][CH:48]=5)[CH:29]=[CH:28][C:25]=4[C:26]=3[S:27][C:18]=2[CH:17]=1)=[CH:45][C:39]1[CH:44]=[CH:43][CH:42]=[CH:41][CH:40]=1. (8) Given the reactants [CH:1]1(P(C2CCCCC2)C2C(C3C(OC)=CC=CC=3OC)=CC=CC=2)[CH2:6]CCC[CH2:2]1.[CH2:30]1[CH2:35][CH2:34][CH2:33][CH2:32][CH2:31]1.[C:36]([O:39][CH2:40][CH3:41])(=[O:38])[CH3:37].[CH3:42][N:43](C=O)C.O, predict the reaction product. The product is: [C:42]([C:30]1[CH:35]=[CH:34][C:33]([C:37]2([C:36]([O:39][CH2:40][CH3:41])=[O:38])[CH2:6][CH2:1][CH2:2]2)=[CH:32][CH:31]=1)#[N:43]. (9) The product is: [C:1]([O:5][C:6]([NH:8][CH2:9][C:10]([NH:12][CH2:13][C:14]([NH:16][C@H:17]([C:25]([NH:27][CH2:28][C:57]([NH:58][CH2:59][CH2:60][CH2:61][C:62]([NH:64][C@@H:65]1[C:70]2=[C:71]3[CH2:86][N:85]4[C:80](=[CH:81][C:82]5[C@:91]([CH2:93][CH3:94])([OH:92])[C:90](=[O:95])[O:89][CH2:88][C:83]=5[C:84]4=[O:87])[C:72]3=[N:73][C:74]3[CH:75]=[C:76]([F:79])[C:77]([CH3:78])=[C:68]([C:69]=32)[CH2:67][CH2:66]1)=[O:63])=[O:56])=[O:26])[CH2:18][C:19]1[CH:20]=[CH:21][CH:22]=[CH:23][CH:24]=1)=[O:15])=[O:11])=[O:7])([CH3:4])([CH3:3])[CH3:2]. Given the reactants [C:1]([O:5][C:6]([NH:8][CH2:9][C:10]([NH:12][CH2:13][C:14]([NH:16][C@H:17]([C:25]([NH:27][CH2:28]C(O)=O)=[O:26])[CH2:18][C:19]1[CH:24]=[CH:23][CH:22]=[CH:21][CH:20]=1)=[O:15])=[O:11])=[O:7])([CH3:4])([CH3:3])[CH3:2].ON1C(=O)CCC1=O.Cl.CN(C)CCCN=C=NCC.C([O:56][C:57](=O)[NH:58][CH2:59][CH2:60][CH2:61][C:62]([NH:64][C@@H:65]1[C:70]2=[C:71]3[CH2:86][N:85]4[C:80](=[CH:81][C:82]5[C@:91]([CH2:93][CH3:94])([OH:92])[C:90](=[O:95])[O:89][CH2:88][C:83]=5[C:84]4=[O:87])[C:72]3=[N:73][C:74]3[CH:75]=[C:76]([F:79])[C:77]([CH3:78])=[C:68]([C:69]=32)[CH2:67][CH2:66]1)=[O:63])(C)(C)C, predict the reaction product. (10) Given the reactants [C:1]([O:5][C:6]([NH:8][NH2:9])=[O:7])([CH3:4])([CH3:3])[CH3:2].[OH-].[K+].Br[CH2:13][CH2:14][CH2:15][O:16][CH3:17].[C:18]1(C)[CH:23]=CC=C[CH:19]=1, predict the reaction product. The product is: [C:1]([O:5][C:6]([N:8]([CH2:13][CH2:14][CH2:15][O:16][CH3:17])[N:9]=[C:18]([CH3:23])[CH3:19])=[O:7])([CH3:4])([CH3:3])[CH3:2].